From a dataset of Forward reaction prediction with 1.9M reactions from USPTO patents (1976-2016). Predict the product of the given reaction. (1) Given the reactants [Si:1]([O:8][C@@H:9]1[C@@:28]2([CH3:29])[C:13](=[CH:14][CH:15]=[C:16]3[C@@H:27]2[CH2:26][CH2:25][C@@:24]2([CH3:30])[C@H:17]3[CH2:18][CH:19]=[C:20]2[C@H:21]([OH:23])[CH3:22])[CH2:12][C@@H:11]([O:31][Si:32]([C:35]([CH3:38])([CH3:37])[CH3:36])([CH3:34])[CH3:33])[CH2:10]1)([C:4]([CH3:7])([CH3:6])[CH3:5])([CH3:3])[CH3:2].[H-].[Na+].C1OCCOCCOCCOCCOC1.Br[CH2:57]/[CH:58]=[CH:59]/[C:60]([CH2:71][CH3:72])([O:63][Si:64]([CH2:69][CH3:70])([CH2:67][CH3:68])[CH2:65][CH3:66])[CH2:61][CH3:62], predict the reaction product. The product is: [Si:1]([O:8][C@@H:9]1[C@@:28]2([CH3:29])[C:13](=[CH:14][CH:15]=[C:16]3[C@@H:27]2[CH2:26][CH2:25][C@@:24]2([CH3:30])[C@H:17]3[CH2:18][CH:19]=[C:20]2[C@H:21]([O:23][CH2:57]/[CH:58]=[CH:59]/[C:60]([CH2:71][CH3:72])([O:63][Si:64]([CH2:69][CH3:70])([CH2:65][CH3:66])[CH2:67][CH3:68])[CH2:61][CH3:62])[CH3:22])[CH2:12][C@@H:11]([O:31][Si:32]([C:35]([CH3:37])([CH3:36])[CH3:38])([CH3:33])[CH3:34])[CH2:10]1)([C:4]([CH3:7])([CH3:6])[CH3:5])([CH3:3])[CH3:2]. (2) Given the reactants [C:1]1([C:24]2[CH:29]=[CH:28][CH:27]=[CH:26][CH:25]=2)[CH:6]=[CH:5][C:4]([C:7]([N:9]2[CH2:15][C:14]3[CH:16]=[CH:17][CH:18]=[CH:19][C:13]=3[NH:12][C:11]3[CH:20]=[CH:21][CH:22]=[CH:23][C:10]2=3)=[O:8])=[CH:3][CH:2]=1.[H-].[Na+].[CH3:32]N(C)C=O, predict the reaction product. The product is: [C:1]1([C:24]2[CH:29]=[CH:28][CH:27]=[CH:26][CH:25]=2)[CH:2]=[CH:3][C:4]([C:7]([N:9]2[CH2:15][C:14]3[CH:16]=[CH:17][CH:18]=[CH:19][C:13]=3[N:12]([CH3:32])[C:11]3[CH:20]=[CH:21][CH:22]=[CH:23][C:10]2=3)=[O:8])=[CH:5][CH:6]=1.